From a dataset of Forward reaction prediction with 1.9M reactions from USPTO patents (1976-2016). Predict the product of the given reaction. Given the reactants F[C:2]1[CH:3]=[N:4][C:5]([C@@H:8]([NH:10][C:11]2[N:16]=[C:15]([NH:17][C:18]3[CH:22]=[C:21]([O:23][CH:24]([CH3:26])[CH3:25])[NH:20][N:19]=3)[C:14]([N+:27]([O-])=O)=[CH:13][CH:12]=2)[CH3:9])=[N:6][CH:7]=1.[C:30](O)(=O)C.C(N)=N, predict the reaction product. The product is: [CH:24]([O:23][C:21]1[NH:20][N:19]=[C:18]([N:17]2[C:15]3=[N:16][C:11]([NH:10][C@H:8]([C:5]4[N:4]=[CH:3][CH:2]=[CH:7][N:6]=4)[CH3:9])=[CH:12][CH:13]=[C:14]3[N:27]=[CH:30]2)[CH:22]=1)([CH3:26])[CH3:25].